Dataset: Full USPTO retrosynthesis dataset with 1.9M reactions from patents (1976-2016). Task: Predict the reactants needed to synthesize the given product. (1) The reactants are: [CH2:1]([C@@:4]1([C:20]2[CH:25]=[CH:24][CH:23]=[CH:22][CH:21]=2)[O:9][C:8](=[O:10])[N:7]([C@H](C2C=CC(Br)=CC=2)C)[CH2:6][CH2:5]1)[CH:2]=[CH2:3].[O:26]1CCCC1. Given the product [OH:26][CH2:3][CH2:2][CH2:1][C:4]1([C:20]2[CH:25]=[CH:24][CH:23]=[CH:22][CH:21]=2)[O:9][C:8](=[O:10])[NH:7][CH2:6][CH2:5]1, predict the reactants needed to synthesize it. (2) Given the product [Cl:34][C:21]1[CH:20]=[C:19]([C:13]2[C:12]3[C:17](=[CH:18][C:9]([S:8]([O:57][C:48]4[C:47]([F:46])=[C:52]([F:53])[C:51]([F:54])=[C:50]([F:55])[C:49]=4[F:56])(=[O:43])=[O:65])=[CH:10][CH:11]=3)[N:16]=[CH:15][N:14]=2)[C:24]([O:25][CH3:26])=[CH:23][C:22]=1[C:27]1[CH:32]=[CH:31][CH:30]=[C:29]([F:33])[CH:28]=1, predict the reactants needed to synthesize it. The reactants are: C([S:8][C:9]1[CH:18]=[C:17]2[C:12]([C:13]([C:19]3[C:24]([O:25][CH3:26])=[CH:23][C:22]([C:27]4[CH:32]=[CH:31][CH:30]=[C:29]([F:33])[CH:28]=4)=[C:21]([Cl:34])[CH:20]=3)=[N:14][CH:15]=[N:16]2)=[CH:11][CH:10]=1)C1C=CC=CC=1.ClN1C(C)(C)C(=[O:43])N(Cl)C1=O.[F:46][C:47]1[C:52]([F:53])=[C:51]([F:54])[C:50]([F:55])=[C:49]([F:56])[C:48]=1[OH:57].C(N(CC)CC)C.[OH2:65]. (3) Given the product [CH2:35]([O:34][C:30]1[CH:29]=[C:28]([N:26]2[C:5]([C:7]3[C:12](=[O:13])[CH:11]=[CH:10][N:9]([C:14]4[CH:19]=[CH:18][C:17]([O:20][C:21]([F:23])([F:22])[F:24])=[CH:16][CH:15]=4)[N:8]=3)=[CH:4][CH:3]=[N:27]2)[CH:33]=[CH:32][N:31]=1)[CH3:36], predict the reactants needed to synthesize it. The reactants are: CN(C)/[CH:3]=[CH:4]/[C:5]([C:7]1[C:12](=[O:13])[CH:11]=[CH:10][N:9]([C:14]2[CH:19]=[CH:18][C:17]([O:20][C:21]([F:24])([F:23])[F:22])=[CH:16][CH:15]=2)[N:8]=1)=O.[NH:26]([C:28]1[CH:33]=[CH:32][N:31]=[C:30]([O:34][CH2:35][CH3:36])[CH:29]=1)[NH2:27]. (4) Given the product [N:1]1([C:5]2[N:10]=[C:9]([CH2:11][N:12]3[C@@H:16]([CH3:17])[C@@H:15]([C:18]4[CH:19]=[C:20]([Cl:25])[CH:21]=[C:22]([Cl:24])[CH:23]=4)[O:14][C:13]3=[O:26])[C:8]([C:27]3[CH:28]=[C:29]([C:35]4[CH:40]=[CH:39][C:38]([C:41]([OH:43])=[O:42])=[CH:37][C:36]=4[CH3:45])[CH:30]=[CH:31][C:32]=3[O:33][CH3:34])=[CH:7][N:6]=2)[CH2:4][CH2:3][CH2:2]1, predict the reactants needed to synthesize it. The reactants are: [N:1]1([C:5]2[N:10]=[C:9]([CH2:11][N:12]3[C@@H:16]([CH3:17])[C@@H:15]([C:18]4[CH:23]=[C:22]([Cl:24])[CH:21]=[C:20]([Cl:25])[CH:19]=4)[O:14][C:13]3=[O:26])[C:8]([C:27]3[CH:28]=[C:29]([C:35]4[CH:40]=[CH:39][C:38]([C:41]([O:43]C)=[O:42])=[CH:37][C:36]=4[CH3:45])[CH:30]=[CH:31][C:32]=3[O:33][CH3:34])=[CH:7][N:6]=2)[CH2:4][CH2:3][CH2:2]1.[Li+].[OH-].C(O)(C(F)(F)F)=O. (5) Given the product [N:28]([CH2:2][C:3]1[C:12]2[C:7](=[CH:8][CH:9]=[C:10]([C:13]3[CH:18]=[CH:17][CH:16]=[CH:15][C:14]=3[O:19][CH3:20])[CH:11]=2)[NH:6][C:5]([CH3:22])([CH3:21])[CH:4]=1)=[N+:29]=[N-:30], predict the reactants needed to synthesize it. The reactants are: Br[CH2:2][C:3]1[C:12]2[C:7](=[CH:8][CH:9]=[C:10]([C:13]3[CH:18]=[CH:17][CH:16]=[CH:15][C:14]=3[O:19][CH3:20])[CH:11]=2)[NH:6][C:5]([CH3:22])([CH3:21])[CH:4]=1.CN(C=O)C.[N-:28]=[N+:29]=[N-:30].[Na+]. (6) Given the product [CH2:20]([O:27][C:28]1[CH:33]=[CH:32][N:31]([C:34]2[S:35][C:36]([C:40]([NH:8][CH2:7][C:5]3[S:6][C:2]([CH3:1])=[CH:3][CH:4]=3)=[O:41])=[C:37]([CH3:39])[N:38]=2)[C:30](=[O:43])[CH:29]=1)[C:21]1[CH:26]=[CH:25][CH:24]=[CH:23][CH:22]=1, predict the reactants needed to synthesize it. The reactants are: [CH3:1][C:2]1[S:6][C:5]([CH2:7][NH2:8])=[CH:4][CH:3]=1.S1C(CN)=CC2C=CC=CC1=2.[CH2:20]([O:27][C:28]1[CH:33]=[CH:32][N:31]([C:34]2[S:35][C:36]([C:40](O)=[O:41])=[C:37]([CH3:39])[N:38]=2)[C:30](=[O:43])[CH:29]=1)[C:21]1[CH:26]=[CH:25][CH:24]=[CH:23][CH:22]=1.